From a dataset of Retrosynthesis with 50K atom-mapped reactions and 10 reaction types from USPTO. Predict the reactants needed to synthesize the given product. (1) Given the product CC(C)OC(=O)N1CCC(COc2ccc(-c3ccc(S(C)(=O)=O)cn3)cc2F)CC1, predict the reactants needed to synthesize it. The reactants are: CC(C)OC(=O)N1CCC(COS(C)(=O)=O)CC1.CS(=O)(=O)c1ccc(-c2ccc(O)c(F)c2)nc1. (2) Given the product COc1cccn(-c2ccc([N+](=O)[O-])cc2C)c1=O, predict the reactants needed to synthesize it. The reactants are: COc1ccc[nH]c1=O.Cc1cc([N+](=O)[O-])ccc1F. (3) Given the product COCCNC(=O)c1sc2ncnc(Nc3ccc(F)cc3OC3CCOCC3)c2c1C, predict the reactants needed to synthesize it. The reactants are: COC(=O)c1sc2ncnc(Nc3ccc(F)cc3OC3CCOCC3)c2c1C.COCCN.